From a dataset of Peptide-MHC class II binding affinity with 134,281 pairs from IEDB. Regression. Given a peptide amino acid sequence and an MHC pseudo amino acid sequence, predict their binding affinity value. This is MHC class II binding data. The peptide sequence is FDNIYSVNIERGLGL. The MHC is DRB1_1201 with pseudo-sequence DRB1_1201. The binding affinity (normalized) is 0.361.